This data is from Peptide-MHC class II binding affinity with 134,281 pairs from IEDB. The task is: Regression. Given a peptide amino acid sequence and an MHC pseudo amino acid sequence, predict their binding affinity value. This is MHC class II binding data. (1) The binding affinity (normalized) is 0.186. The MHC is DRB1_1201 with pseudo-sequence DRB1_1201. The peptide sequence is EPGHLAPTGMFVAAA. (2) The peptide sequence is NRQILDNAAKYVEHD. The MHC is DRB1_0701 with pseudo-sequence DRB1_0701. The binding affinity (normalized) is 0.242. (3) The peptide sequence is YDKALANVSTVLTGK. The binding affinity (normalized) is 0.637. The MHC is DRB1_1302 with pseudo-sequence DRB1_1302.